From a dataset of Full USPTO retrosynthesis dataset with 1.9M reactions from patents (1976-2016). Predict the reactants needed to synthesize the given product. (1) Given the product [CH3:1][N:2]1[CH:6]=[C:5]([C:7]2[CH:8]=[C:9]([C:13]3([CH2:19][OH:20])[CH2:18][CH2:17][N:16]([C:22]4[N:30]=[CH:29][N:28]=[C:27]5[C:23]=4[N:24]=[CH:25][NH:26]5)[CH2:15][CH2:14]3)[CH:10]=[CH:11][CH:12]=2)[CH:4]=[N:3]1, predict the reactants needed to synthesize it. The reactants are: [CH3:1][N:2]1[CH:6]=[C:5]([C:7]2[CH:8]=[C:9]([C:13]3([CH2:19][OH:20])[CH2:18][CH2:17][NH:16][CH2:15][CH2:14]3)[CH:10]=[CH:11][CH:12]=2)[CH:4]=[N:3]1.Cl[C:22]1[N:30]=[CH:29][N:28]=[C:27]2[C:23]=1[NH:24][CH:25]=[N:26]2.C(N(CC)CC)C. (2) Given the product [Cl:29][C:26]1[CH:25]=[CH:24][C:23]([C:15]2[CH:14]=[CH:13][N:12]3[C:30](=[O:31])[N:9]([CH2:8][C:7]4[C:2]([CH2:36][CH3:37])=[N:3][C:4]([C:32]([F:34])([F:35])[F:33])=[CH:5][CH:6]=4)[N:10]=[C:11]3[C:16]=2[C:17]2[CH:18]=[CH:19][N:20]=[CH:21][CH:22]=2)=[CH:28][CH:27]=1, predict the reactants needed to synthesize it. The reactants are: Cl[C:2]1[C:7]([CH2:8][N:9]2[C:30](=[O:31])[N:12]3[CH:13]=[CH:14][C:15]([C:23]4[CH:28]=[CH:27][C:26]([Cl:29])=[CH:25][CH:24]=4)=[C:16]([C:17]4[CH:22]=[CH:21][N:20]=[CH:19][CH:18]=4)[C:11]3=[N:10]2)=[CH:6][CH:5]=[C:4]([C:32]([F:35])([F:34])[F:33])[N:3]=1.[CH2:36]([Zn]CC)[CH3:37].C([O-])([O-])=O.[K+].[K+].C(Cl)Cl. (3) Given the product [NH2:30][C@@H:19]1[CH2:18][CH2:17][C@@H:16]([C:10]2[CH:11]=[CH:12][CH:13]=[C:14]([F:15])[C:9]=2[F:8])[CH2:22][N:21]([C:23]2[CH:24]=[CH:25][N:26]=[CH:27][CH:28]=2)[C:20]1=[O:29], predict the reactants needed to synthesize it. The reactants are: FC(F)(F)C(O)=O.[F:8][C:9]1[C:14]([F:15])=[CH:13][CH:12]=[CH:11][C:10]=1[C@H:16]1[CH2:22][N:21]([C:23]2[CH:28]=[CH:27][N:26]=[CH:25][CH:24]=2)[C:20](=[O:29])[C@H:19]([NH:30]C(=O)OC(C)(C)C)[CH2:18][CH2:17]1. (4) The reactants are: [O:1]1[CH:5]=[CH:4][CH:3]=[C:2]1[NH:6][C:7](=[O:13])[O:8][C:9]([CH3:12])([CH3:11])[CH3:10].[C:14]([O:22][CH3:23])(=[O:21])[C:15]#[C:16][C:17]([O:19][CH3:20])=[O:18]. Given the product [C:9]([O:8][C:7]([NH:6][C:2]1[CH:3]=[CH:4][C:5]([OH:1])=[C:16]([C:17]([O:19][CH3:20])=[O:18])[C:15]=1[C:14]([O:22][CH3:23])=[O:21])=[O:13])([CH3:12])([CH3:11])[CH3:10], predict the reactants needed to synthesize it. (5) The reactants are: [F:1][C:2]1[CH:3]=[C:4]2[C:8](=[CH:9][CH:10]=1)[NH:7][C:6](=[O:11])[C:5]2=O.[CH3:13][CH2:14][C:15]([C:17]1[CH:22]=[CH:21][C:20]([Br:23])=[CH:19][CH:18]=1)=O.[OH-:24].[K+].O. Given the product [Br:23][C:20]1[CH:19]=[CH:18][C:17]([C:15]2[C:14]([CH3:13])=[C:5]([C:6]([OH:11])=[O:24])[C:4]3[C:8](=[CH:9][CH:10]=[C:2]([F:1])[CH:3]=3)[N:7]=2)=[CH:22][CH:21]=1, predict the reactants needed to synthesize it. (6) Given the product [CH:1]([CH:14]1[C:19](=[O:20])[CH2:18][CH2:17][N:16]([CH2:21][C:22]2[CH:23]=[C:24]([N:30]([CH2:51][C:52]([F:55])([F:54])[F:53])[S:31]([CH3:34])(=[O:32])=[O:33])[CH:25]=[CH:26][C:27]=2[O:28][CH3:29])[CH2:15]1)([C:2]1[CH:7]=[CH:6][CH:5]=[CH:4][CH:3]=1)[C:8]1[CH:13]=[CH:12][CH:11]=[CH:10][CH:9]=1, predict the reactants needed to synthesize it. The reactants are: [CH:1]([CH:14]1[C:19](=[O:20])[CH2:18][CH2:17][N:16]([CH2:21][C:22]2[CH:23]=[C:24]([NH:30][S:31]([CH3:34])(=[O:33])=[O:32])[CH:25]=[CH:26][C:27]=2[O:28][CH3:29])[CH2:15]1)([C:8]1[CH:13]=[CH:12][CH:11]=[CH:10][CH:9]=1)[C:2]1[CH:7]=[CH:6][CH:5]=[CH:4][CH:3]=1.C(=O)([O-])[O-].[K+].[K+].C1(C)C=CC(S(O[CH2:51][C:52]([F:55])([F:54])[F:53])(=O)=O)=CC=1.C(OCC)(=O)C. (7) Given the product [ClH:17].[ClH:17].[NH2:18][C:19]1[C:28]([NH2:9])=[C:27]2[C:22]([CH:23]=[C:24]([S:30]([OH:33])(=[O:31])=[O:32])[CH:25]=[C:26]2[OH:29])=[CH:21][CH:20]=1, predict the reactants needed to synthesize it. The reactants are: S([O-])(=O)(C1C=CC([NH2:9])=CC=1)=O.[Na+].N([O-])=O.[Na+].[ClH:17].[NH2:18][C:19]1[CH:28]=[C:27]2[C:22]([CH:23]=[C:24]([S:30]([OH:33])(=[O:32])=[O:31])[CH:25]=[C:26]2[OH:29])=[CH:21][CH:20]=1.S(S([O-])=O)([O-])=O.[Na+].[Na+].